This data is from Full USPTO retrosynthesis dataset with 1.9M reactions from patents (1976-2016). The task is: Predict the reactants needed to synthesize the given product. The reactants are: [CH3:1][NH:2][CH3:3].[CH3:4][O:5][C:6]1[CH:7]=[C:8]([S:12](Cl)(=[O:14])=[O:13])[CH:9]=[CH:10][CH:11]=1.N1C=CC=CC=1.O. Given the product [CH3:4][O:5][C:6]1[CH:7]=[C:8]([S:12]([N:2]([CH3:3])[CH3:1])(=[O:14])=[O:13])[CH:9]=[CH:10][CH:11]=1, predict the reactants needed to synthesize it.